From a dataset of Peptide-MHC class I binding affinity with 185,985 pairs from IEDB/IMGT. Regression. Given a peptide amino acid sequence and an MHC pseudo amino acid sequence, predict their binding affinity value. This is MHC class I binding data. (1) The MHC is HLA-B18:01 with pseudo-sequence HLA-B18:01. The binding affinity (normalized) is 0.0847. The peptide sequence is GMMRWCMPV. (2) The peptide sequence is CVKYLLDNDI. The MHC is HLA-A02:03 with pseudo-sequence HLA-A02:03. The binding affinity (normalized) is 0.201.